Dataset: Catalyst prediction with 721,799 reactions and 888 catalyst types from USPTO. Task: Predict which catalyst facilitates the given reaction. (1) Reactant: [CH2:1]([O:8][C@@H:9]1[C@@H:15]([O:16][CH2:17][C:18]2[CH:23]=[CH:22][CH:21]=[CH:20][CH:19]=2)[C@@H:14]([O:24][CH2:25][C:26]2[CH:31]=[CH:30][CH:29]=[CH:28][CH:27]=2)[C@@H:13]([CH2:32][O:33][CH2:34][C:35]2[CH:40]=[CH:39][CH:38]=[CH:37][CH:36]=2)[O:12][CH:10]1O)[C:2]1[CH:7]=[CH:6][CH:5]=[CH:4][CH:3]=1.S(Cl)([Cl:43])=O.[OH-].[Na+]. Product: [CH2:1]([O:8][C@@H:9]1[C@@H:15]([O:16][CH2:17][C:18]2[CH:23]=[CH:22][CH:21]=[CH:20][CH:19]=2)[C@@H:14]([O:24][CH2:25][C:26]2[CH:31]=[CH:30][CH:29]=[CH:28][CH:27]=2)[C@@H:13]([CH2:32][O:33][CH2:34][C:35]2[CH:40]=[CH:39][CH:38]=[CH:37][CH:36]=2)[O:12][C@@H:10]1[Cl:43])[C:2]1[CH:7]=[CH:6][CH:5]=[CH:4][CH:3]=1. The catalyst class is: 9. (2) Reactant: [NH2:1][CH2:2][C@@H:3]1[CH2:8][O:7][C@@H:6]([C@H:9]2[O:13][N:12]=[C:11]([C:14]3[N:19]=[C:18]([CH3:20])[N:17]=[C:16]([C:21]([NH:23][CH2:24][C:25]4[CH:30]=[CH:29][C:28]([F:31])=[C:27]([O:32][CH3:33])[CH:26]=4)=[O:22])[CH:15]=3)[CH2:10]2)[CH2:5][O:4]1.[CH3:34][S:35](Cl)(=[O:37])=[O:36]. Product: [F:31][C:28]1[CH:29]=[CH:30][C:25]([CH2:24][NH:23][C:21]([C:16]2[CH:15]=[C:14]([C:11]3[CH2:10][C@@H:9]([C@H:6]4[CH2:5][O:4][C@H:3]([CH2:2][NH:1][S:35]([CH3:34])(=[O:37])=[O:36])[CH2:8][O:7]4)[O:13][N:12]=3)[N:19]=[C:18]([CH3:20])[N:17]=2)=[O:22])=[CH:26][C:27]=1[O:32][CH3:33]. The catalyst class is: 2. (3) Reactant: [C:1]([O:5][C:6](=[O:17])[NH:7][CH2:8][C:9]1[CH:14]=[CH:13][CH:12]=[CH:11][C:10]=1[C:15]#[N:16])([CH3:4])([CH3:3])[CH3:2].[N-:18]=[N+:19]=[N-:20].[Na+].[Cl-].[NH4+].C(OCC)(=O)C. Product: [C:1]([O:5][C:6](=[O:17])[NH:7][CH2:8][C:9]1[CH:14]=[CH:13][CH:12]=[CH:11][C:10]=1[C:15]1[NH:20][N:19]=[N:18][N:16]=1)([CH3:4])([CH3:2])[CH3:3]. The catalyst class is: 9. (4) Reactant: [CH2:1]([N:4]1[CH:8]=[CH:7][N:6]=[C:5]1[C:9]1[S:13][C:12]([C:14]2[C:15]3[N:22]=[C:21]([NH:23]C(C)(C)C)[S:20][C:16]=3[N:17]=[CH:18][N:19]=2)=[CH:11][C:10]=1[C:28]1[CH:33]=[CH:32][C:31]([Cl:34])=[CH:30][C:29]=1[Cl:35])[CH:2]=[CH2:3].FC(F)(F)C(O)=O.FC(F)(F)S(O)(=O)=O. Product: [CH2:1]([N:4]1[CH:8]=[CH:7][N:6]=[C:5]1[C:9]1[S:13][C:12]([C:14]2[C:15]3[N:22]=[C:21]([NH2:23])[S:20][C:16]=3[N:17]=[CH:18][N:19]=2)=[CH:11][C:10]=1[C:28]1[CH:33]=[CH:32][C:31]([Cl:34])=[CH:30][C:29]=1[Cl:35])[CH:2]=[CH2:3]. The catalyst class is: 2. (5) Reactant: [Br:1]N1C(=O)CCC1=O.[CH3:9][C:10]1[CH:14]=[CH:13][N:12]([S:15]([C:18]2[CH:23]=[CH:22][C:21]([CH3:24])=[CH:20][CH:19]=2)(=[O:17])=[O:16])[C:11]=1[C:25]#[N:26].S(=O)(O)[O-].[Na+].O. Product: [Br:1][C:14]1[C:10]([CH3:9])=[C:11]([C:25]#[N:26])[N:12]([S:15]([C:18]2[CH:23]=[CH:22][C:21]([CH3:24])=[CH:20][CH:19]=2)(=[O:17])=[O:16])[CH:13]=1. The catalyst class is: 42. (6) Reactant: C([O:3][C:4]([C:6]1[S:10][C:9]([NH:11][C:12](=[O:28])[CH:13]([C:20]2[CH:25]=[CH:24][C:23]([Cl:26])=[C:22]([Cl:27])[CH:21]=2)[CH2:14][CH:15]2[CH2:19][CH2:18][CH2:17][CH2:16]2)=[N:8][CH:7]=1)=[O:5])C.[OH-].[Na+]. Product: [CH:15]1([CH2:14][CH:13]([C:20]2[CH:25]=[CH:24][C:23]([Cl:26])=[C:22]([Cl:27])[CH:21]=2)[C:12]([NH:11][C:9]2[S:10][C:6]([C:4]([OH:5])=[O:3])=[CH:7][N:8]=2)=[O:28])[CH2:19][CH2:18][CH2:17][CH2:16]1. The catalyst class is: 8. (7) Reactant: C(OC(=O)[NH:7][C:8]([CH3:43])([C:10]1[CH:15]=[CH:14][CH:13]=[C:12]([CH2:16][CH:17]([NH:19][C:20]2[N:25]=[C:24]([N:26]3[CH2:31][CH2:30][C:29](=[O:32])[N:28]4[CH2:33][CH:34]=[C:35]([C:37]5[CH:42]=[CH:41][CH:40]=[CH:39][CH:38]=5)[N:36]=[C:27]34)[CH:23]=[CH:22][N:21]=2)[CH3:18])[CH:11]=1)[CH3:9])(C)(C)C.FC(F)(F)C(O)=O. Product: [NH2:7][C:8]([C:10]1[CH:11]=[C:12]([CH2:16][CH:17]([NH:19][C:20]2[N:25]=[C:24]([N:26]3[CH2:31][CH2:30][C:29](=[O:32])[N:28]4[CH2:33][CH:34]=[C:35]([C:37]5[CH:38]=[CH:39][CH:40]=[CH:41][CH:42]=5)[N:36]=[C:27]34)[CH:23]=[CH:22][N:21]=2)[CH3:18])[CH:13]=[CH:14][CH:15]=1)([CH3:9])[CH3:43]. The catalyst class is: 4. (8) Reactant: [Cl:1][C:2]1[CH:18]=[CH:17][C:5]([C:6]([NH:8][C:9]2[CH:14]=[CH:13][C:12]([S:15][CH3:16])=[CH:11][CH:10]=2)=O)=[CH:4][CH:3]=1.COC1C=CC(P2(SP(C3C=CC(OC)=CC=3)(=S)S2)=[S:28])=CC=1. Product: [Cl:1][C:2]1[CH:18]=[CH:17][C:5]([C:6](=[S:28])[NH:8][C:9]2[CH:14]=[CH:13][C:12]([S:15][CH3:16])=[CH:11][CH:10]=2)=[CH:4][CH:3]=1. The catalyst class is: 11. (9) Reactant: [F:1][C:2]([F:17])([F:16])[O:3][C:4]1[CH:15]=[CH:14][C:7]([CH2:8][CH:9]([C:12]#[N:13])[C:10]#[N:11])=[CH:6][CH:5]=1.[H-].[Na+].[Cl:20][C:21]([Cl:25])=[CH:22][CH2:23]Cl. Product: [Cl:20][C:21]([Cl:25])=[CH:22][CH2:23][C:9]([CH2:8][C:7]1[CH:6]=[CH:5][C:4]([O:3][C:2]([F:16])([F:17])[F:1])=[CH:15][CH:14]=1)([C:12]#[N:13])[C:10]#[N:11]. The catalyst class is: 9. (10) Reactant: [OH:1][CH:2]1[C:11](=[O:12])[C:10]2[CH:9]=[CH:8][N:7]3[C:13]([CH3:17])=[C:14]([CH3:16])[N:15]=[C:6]3[C:5]=2[NH:4][CH:3]1[C:18]1[CH:22]=[CH:21][S:20][CH:19]=1.[BH4-].[Na+].O.C(=O)([O-])O.[Na+]. Product: [OH:12][CH:11]1[C:10]2[CH:9]=[CH:8][N:7]3[C:13]([CH3:17])=[C:14]([CH3:16])[N:15]=[C:6]3[C:5]=2[NH:4][CH:3]([C:18]2[CH:22]=[CH:21][S:20][CH:19]=2)[CH:2]1[OH:1]. The catalyst class is: 240.